This data is from Full USPTO retrosynthesis dataset with 1.9M reactions from patents (1976-2016). The task is: Predict the reactants needed to synthesize the given product. (1) Given the product [C:23]([C:2]1[C:3]([OH:21])=[C:4]([NH:8][S:9]([CH2:12][C:13]2[CH:18]=[C:17]([Cl:19])[CH:16]=[C:15]([Cl:20])[CH:14]=2)(=[O:11])=[O:10])[CH:5]=[N:6][CH:7]=1)#[N:24], predict the reactants needed to synthesize it. The reactants are: Br[C:2]1[C:3]([OH:21])=[C:4]([NH:8][S:9]([CH2:12][C:13]2[CH:18]=[C:17]([Cl:19])[CH:16]=[C:15]([Cl:20])[CH:14]=2)(=[O:11])=[O:10])[CH:5]=[N:6][CH:7]=1.[Cu][C:23]#[N:24]. (2) Given the product [C:21]1([C:18]2[N:17]=[CH:16][C:15]([NH2:14])=[CH:20][CH:19]=2)[CH:22]=[CH:23][CH:24]=[CH:25][CH:26]=1, predict the reactants needed to synthesize it. The reactants are: [H-].[H-].[H-].[H-].[Li+].[Al+3].CC1N2CCC(/C/1=[N:14]/[C:15]1[CH:16]=[N:17][C:18]([C:21]3[CH:26]=[CH:25][CH:24]=[CH:23][CH:22]=3)=[CH:19][CH:20]=1)CC2. (3) The reactants are: [Cl:1][C:2]1[CH:3]=[C:4]([CH:30]=[CH:31][CH:32]=1)[CH2:5][NH:6][C:7]([C:9]1O[CH:11]=[C:12]([CH:24]([OH:29])[C:25]([CH3:28])([CH3:27])[CH3:26])[C:13](=[O:23])[C:14]=1[O:15][CH2:16][C:17]1[CH:22]=[CH:21][CH:20]=[CH:19][CH:18]=1)=[O:8].C(O)C.[CH3:36][O:37][CH:38]([O:41][CH3:42])[CH2:39][NH2:40]. Given the product [Cl:1][C:2]1[CH:3]=[C:4]([CH:30]=[CH:31][CH:32]=1)[CH2:5][NH:6][C:7]([C:9]1[N:40]([CH2:39][CH:38]([O:41][CH3:42])[O:37][CH3:36])[CH:11]=[C:12]([CH:24]([OH:29])[C:25]([CH3:28])([CH3:27])[CH3:26])[C:13](=[O:23])[C:14]=1[O:15][CH2:16][C:17]1[CH:18]=[CH:19][CH:20]=[CH:21][CH:22]=1)=[O:8], predict the reactants needed to synthesize it. (4) Given the product [N:3]1[CH:4]=[CH:5][N:6]=[CH:7][C:2]=1[C:17]1[CH:18]=[CH:19][CH:20]=[CH:21][C:16]=1[CH:14]=[O:15], predict the reactants needed to synthesize it. The reactants are: Cl[C:2]1[CH:7]=[N:6][CH:5]=[CH:4][N:3]=1.C([O-])([O-])=O.[Na+].[Na+].[CH:14]([C:16]1[CH:21]=[CH:20][CH:19]=[CH:18][C:17]=1B(O)O)=[O:15]. (5) Given the product [C:41]([O:40][C:38]([N:8]([C:6]([O:5][C:1]([CH3:2])([CH3:4])[CH3:3])=[O:7])[C:9]1[C:14]([C:15]([O:17][CH3:18])=[O:16])=[C:13]([CH:45]=[CH2:46])[C:12]([C:27]2[N:28]([CH:32]3[CH2:37][CH2:36][CH2:35][CH2:34][O:33]3)[N:29]=[CH:30][CH:31]=2)=[CH:11][CH:10]=1)=[O:39])([CH3:43])([CH3:44])[CH3:42], predict the reactants needed to synthesize it. The reactants are: [C:1]([O:5][C:6]([N:8]([C:38]([O:40][C:41]([CH3:44])([CH3:43])[CH3:42])=[O:39])[C:9]1[C:14]([C:15]([O:17][CH3:18])=[O:16])=[C:13](OS(C(F)(F)F)(=O)=O)[C:12]([C:27]2[N:28]([CH:32]3[CH2:37][CH2:36][CH2:35][CH2:34][O:33]3)[N:29]=[CH:30][CH:31]=2)=[CH:11][CH:10]=1)=[O:7])([CH3:4])([CH3:3])[CH3:2].[CH:45](B1OC(C)(C)C(C)(C)O1)=[CH2:46].C(=O)([O-])[O-].[Cs+].[Cs+].